Predict the reaction yield, written as a fraction of the theoretical maximum amount of product (1.0 means a 100% yield; for example, 0.34 means a 34% yield). From a dataset of Reaction yield outcomes from USPTO patents with 853,638 reactions. (1) The reactants are [CH2:1]([C:5]1[N:6]=[C:7]([CH3:27])[NH:8][C:9](=[O:26])[C:10]=1[CH2:11][C:12]1[CH:17]=[CH:16][C:15]([C:18]2[C:19]([C:24]#[N:25])=[CH:20][CH:21]=[CH:22][CH:23]=2)=[CH:14][CH:13]=1)[CH2:2][CH2:3][CH3:4].N(C(N1CCCCC1)=O)=NC(N1CCCCC1)=O.C(P(CCCC)CCCC)CCC.[Cl:59][C:60]1[CH:61]=[CH:62][C:63]2[S:67][CH:66]=[C:65]([CH2:68]O)[C:64]=2[CH:70]=1. The catalyst is C(OCC)(=O)C.O1CCCC1. The product is [CH2:1]([C:5]1[N:6]=[C:7]([CH3:27])[N:8]([CH2:68][C:65]2[C:64]3[CH:70]=[C:60]([Cl:59])[CH:61]=[CH:62][C:63]=3[S:67][CH:66]=2)[C:9](=[O:26])[C:10]=1[CH2:11][C:12]1[CH:17]=[CH:16][C:15]([C:18]2[C:19]([C:24]#[N:25])=[CH:20][CH:21]=[CH:22][CH:23]=2)=[CH:14][CH:13]=1)[CH2:2][CH2:3][CH3:4]. The yield is 0.550. (2) The reactants are Cl[C:2]1[C:3](=[O:16])[N:4]([C@@H:9]([CH:13]2[CH2:15][CH2:14]2)COC)[CH:5]=[C:6]([Cl:8])[N:7]=1.[F:17][CH:18]([F:29])[O:19][C:20]1[N:25]=[C:24]([CH3:26])[C:23]([NH2:27])=[CH:22][C:21]=1[CH3:28].[CH3:30][Si]([N-][Si](C)(C)C)(C)C.[Na+].C1C[O:43][CH2:42]C1. The yield is 0.940. The product is [Cl:8][C:6]1[N:7]=[C:2]([NH:27][C:23]2[C:24]([CH3:26])=[N:25][C:20]([O:19][CH:18]([F:17])[F:29])=[C:21]([CH3:28])[CH:22]=2)[C:3](=[O:16])[N:4]([CH2:9][C@H:13]([CH:15]2[CH2:14][CH2:30]2)[O:43][CH3:42])[CH:5]=1. No catalyst specified. (3) The reactants are [Br:1][C:2]1[CH:3]=[N:4][N:5]([CH3:17])[C:6]=1[C:7]1[CH:8]=[C:9]([C:14]([OH:16])=O)[S:10][C:11]=1[CH2:12][CH3:13].[NH2:18][C@@H:19]([CH2:32][C:33]1[CH:38]=[CH:37][CH:36]=[CH:35][C:34]=1[C:39]([F:42])([F:41])[F:40])[CH2:20][N:21]1[C:29](=[O:30])[C:28]2[C:23](=[CH:24][CH:25]=[CH:26][CH:27]=2)[C:22]1=[O:31].C(N(CC)C(C)C)(C)C.F[P-](F)(F)(F)(F)F.Br[P+](N1CCCC1)(N1CCCC1)N1CCCC1. The catalyst is ClCCl. The product is [Br:1][C:2]1[CH:3]=[N:4][N:5]([CH3:17])[C:6]=1[C:7]1[CH:8]=[C:9]([C:14]([NH:18][C@@H:19]([CH2:32][C:33]2[CH:38]=[CH:37][CH:36]=[CH:35][C:34]=2[C:39]([F:42])([F:40])[F:41])[CH2:20][N:21]2[C:29](=[O:30])[C:28]3[C:23](=[CH:24][CH:25]=[CH:26][CH:27]=3)[C:22]2=[O:31])=[O:16])[S:10][C:11]=1[CH2:12][CH3:13]. The yield is 0.648. (4) The reactants are Cl[C:2]1[CH:7]=[C:6]([C:8]([CH3:11])([CH3:10])[CH3:9])[N:5]=[CH:4][N:3]=1.[CH3:12][C:13]1[C:18](B2OC(C)(C)C(C)(C)O2)=[CH:17][CH:16]=[CH:15][N:14]=1.C([O-])(=O)C.[K+].C(=O)([O-])[O-].[Na+].[Na+]. The catalyst is C(OCC)(=O)C.CCCCCC.C1C=CC([P]([Pd]([P](C2C=CC=CC=2)(C2C=CC=CC=2)C2C=CC=CC=2)([P](C2C=CC=CC=2)(C2C=CC=CC=2)C2C=CC=CC=2)[P](C2C=CC=CC=2)(C2C=CC=CC=2)C2C=CC=CC=2)(C2C=CC=CC=2)C2C=CC=CC=2)=CC=1.C(#N)C. The product is [CH3:12][C:13]1[C:18]([C:2]2[CH:7]=[C:6]([C:8]([CH3:11])([CH3:10])[CH3:9])[N:5]=[CH:4][N:3]=2)=[CH:17][CH:16]=[CH:15][N:14]=1. The yield is 0.920. (5) The reactants are [C:1]([O:5][C:6](=[O:22])[NH:7][C:8]1[CH:13]=[CH:12][CH:11]=[C:10]([C:14]2[CH:19]=[CH:18][C:17]([CH2:20][NH2:21])=[CH:16][CH:15]=2)[N:9]=1)([CH3:4])([CH3:3])[CH3:2].CCN(CC)CC.[CH3:30][S:31](Cl)(=[O:33])=[O:32]. The catalyst is ClCCl. The product is [C:1]([O:5][C:6](=[O:22])[NH:7][C:8]1[CH:13]=[CH:12][CH:11]=[C:10]([C:14]2[CH:15]=[CH:16][C:17]([CH2:20][NH:21][S:31]([CH3:30])(=[O:33])=[O:32])=[CH:18][CH:19]=2)[N:9]=1)([CH3:4])([CH3:2])[CH3:3]. The yield is 0.440. (6) The reactants are C([O:3][C:4]([C:6]1[CH:7]=[C:8]2[C:13](=[CH:14][CH:15]=1)[NH:12][CH:11]([C:16]1[CH:21]=[CH:20][CH:19]=[C:18]([C:22]([F:25])([F:24])[F:23])[CH:17]=1)[CH2:10][C:9]2([CH3:27])[CH3:26])=[O:5])C.O.[OH-].[Li+].O.Cl. The catalyst is CO.O1CCCC1. The product is [CH3:26][C:9]1([CH3:27])[C:8]2[C:13](=[CH:14][CH:15]=[C:6]([C:4]([OH:5])=[O:3])[CH:7]=2)[NH:12][CH:11]([C:16]2[CH:21]=[CH:20][CH:19]=[C:18]([C:22]([F:25])([F:23])[F:24])[CH:17]=2)[CH2:10]1. The yield is 0.950. (7) The reactants are [O:1]=[C:2]1[N:11]([C:12]2[CH:17]=[CH:16][C:15]([NH:18][C:19]([NH:21][S:22]([C:25]3[S:26][C:27]([N+:30]([O-])=O)=[CH:28][CH:29]=3)(=[O:24])=[O:23])=[O:20])=[CH:14][CH:13]=2)[C:10](=[O:33])[C:9]2[C:4](=[CH:5][CH:6]=[CH:7][CH:8]=2)[NH:3]1.C(N(CC)CC)C. The catalyst is CO.[Pd]. The product is [NH2:30][C:27]1[S:26][C:25]([S:22]([NH:21][C:19]([NH:18][C:15]2[CH:16]=[CH:17][C:12]([N:11]3[C:10](=[O:33])[C:9]4[C:4](=[CH:5][CH:6]=[CH:7][CH:8]=4)[NH:3][C:2]3=[O:1])=[CH:13][CH:14]=2)=[O:20])(=[O:23])=[O:24])=[CH:29][CH:28]=1. The yield is 0.330.